Task: Predict the reactants needed to synthesize the given product.. Dataset: Full USPTO retrosynthesis dataset with 1.9M reactions from patents (1976-2016) (1) Given the product [OH:32][NH:23][C:7]([C:2]1[C:1]([C:10]2[CH:15]=[CH:14][CH:13]=[CH:12][CH:11]=2)=[CH:6][CH:5]=[CH:4][CH:3]=1)=[O:8], predict the reactants needed to synthesize it. The reactants are: [C:1]1([C:10]2[CH:15]=[CH:14][CH:13]=[CH:12][CH:11]=2)[C:2]([C:7](O)=[O:8])=[CH:3][CH:4]=[CH:5][CH:6]=1.F[P-](F)(F)(F)(F)F.[N:23]1([O:32][P+](N(C)C)(N(C)C)N(C)C)C2C=CC=CC=2N=N1.Cl.NO.C(N(CC)CC)C. (2) The reactants are: C(OC(=O)[NH:7][C:8]1[CH:13]=[CH:12][C:11]([CH:14]([CH3:16])[CH3:15])=[CH:10][C:9]=1[NH:17][C:18](=[O:30])[CH2:19][C:20]([C:22]1[CH:27]=[CH:26][CH:25]=[C:24]([C:28]#[N:29])[CH:23]=1)=O)(C)(C)C.C(O)(C(F)(F)F)=O. Given the product [CH:14]([C:11]1[CH:12]=[CH:13][C:8]2[N:7]=[C:20]([C:22]3[CH:23]=[C:24]([CH:25]=[CH:26][CH:27]=3)[C:28]#[N:29])[CH2:19][C:18](=[O:30])[NH:17][C:9]=2[CH:10]=1)([CH3:16])[CH3:15], predict the reactants needed to synthesize it. (3) Given the product [Cl:1][C:2]1[CH:3]=[CH:4][C:5]2[N:11]3[CH:12]=[CH:13][CH:14]=[C:10]3[C@@H:9]([CH2:15][CH2:16][N:17]3[CH:21]=[CH:22][C:19]([C:61]([O:63][CH2:64][CH3:65])=[O:62])=[N:18]3)[O:8][C@H:7]([C:28]3[CH:33]=[CH:32][CH:31]=[C:30]([O:34][CH3:35])[C:29]=3[O:36][CH3:37])[C:6]=2[CH:38]=1, predict the reactants needed to synthesize it. The reactants are: [Cl:1][C:2]1[CH:3]=[CH:4][C:5]2[N:11]3[CH:12]=[CH:13][CH:14]=[C:10]3[C@@H:9]([CH2:15][CH2:16][N:17]3[C:21]([CH2:22]C(OCC)=O)=N[CH:19]=[N:18]3)[O:8][C@H:7]([C:28]3[CH:33]=[CH:32][CH:31]=[C:30]([O:34][CH3:35])[C:29]=3[O:36][CH3:37])[C:6]=2[CH:38]=1.ClC1C=CC2N3C=CC=C3[C@@H](CCN3C=NC(C[C:61]([O:63][CH2:64][CH3:65])=[O:62])=N3)O[C@H](C3C=CC=C(OC)C=3OC)C=2C=1.CS(OCC[C@H]1O[C@H](C2C=CC=C(OC)C=2OC)C2C=C(Cl)C=CC=2N2C=CC=C12)(=O)=O.N1C=CC(C(OCC)=O)=N1.[H-].[Na+]. (4) Given the product [Cl:25][C:26]1[N:27]=[CH:28][N:29]=[C:30]([N:1]2[CH2:2][CH2:3][CH:4]([CH:7]([N:11]3[CH:15]=[C:14]([C:16]4[C:17]5[CH:24]=[CH:23][NH:22][C:18]=5[N:19]=[CH:20][N:21]=4)[CH:13]=[N:12]3)[CH2:8][C:9]#[N:10])[CH2:5][CH2:6]2)[C:31]=1[CH3:32], predict the reactants needed to synthesize it. The reactants are: [NH:1]1[CH2:6][CH2:5][CH:4]([CH:7]([N:11]2[CH:15]=[C:14]([C:16]3[C:17]4[CH:24]=[CH:23][NH:22][C:18]=4[N:19]=[CH:20][N:21]=3)[CH:13]=[N:12]2)[CH2:8][C:9]#[N:10])[CH2:3][CH2:2]1.[Cl:25][C:26]1[C:31]([CH3:32])=[C:30](Cl)[N:29]=[CH:28][N:27]=1.C(N(CC)C(C)C)(C)C.C(O)C.